Dataset: Full USPTO retrosynthesis dataset with 1.9M reactions from patents (1976-2016). Task: Predict the reactants needed to synthesize the given product. (1) Given the product [CH:34]1[C:42]2[C:41]3[CH:43]=[CH:44][CH:45]=[CH:46][C:40]=3[O:39][C:38]=2[C:37]([C:47]2[CH:48]=[CH:49][C:50]3[N:51]([C:2]4[CH:3]=[CH:4][C:5]([C:8]5[CH:21]=[CH:20][C:19]6[C:10](=[C:11]([C:28]7[CH:33]=[CH:32][CH:31]=[CH:30][CH:29]=7)[C:12]7[C:17]([C:18]=6[C:22]6[CH:27]=[CH:26][CH:25]=[CH:24][CH:23]=6)=[CH:16][CH:15]=[CH:14][CH:13]=7)[CH:9]=5)=[CH:6][CH:7]=4)[C:52]4[C:57]([C:58]=3[CH:59]=2)=[CH:56][CH:55]=[CH:54][CH:53]=4)=[CH:36][CH:35]=1, predict the reactants needed to synthesize it. The reactants are: Br[C:2]1[CH:7]=[CH:6][C:5]([C:8]2[CH:21]=[CH:20][C:19]3[C:10](=[C:11]([C:28]4[CH:33]=[CH:32][CH:31]=[CH:30][CH:29]=4)[C:12]4[C:17]([C:18]=3[C:22]3[CH:27]=[CH:26][CH:25]=[CH:24][CH:23]=3)=[CH:16][CH:15]=[CH:14][CH:13]=4)[CH:9]=2)=[CH:4][CH:3]=1.[CH:34]1[C:42]2[C:41]3[CH:43]=[CH:44][CH:45]=[CH:46][C:40]=3[O:39][C:38]=2[C:37]([C:47]2[CH:48]=[CH:49][C:50]3[NH:51][C:52]4[C:57]([C:58]=3[CH:59]=2)=[CH:56][CH:55]=[CH:54][CH:53]=4)=[CH:36][CH:35]=1.CC(C)([O-])C.[Na+].C(P(C(C)(C)C)C(C)(C)C)(C)(C)C. (2) Given the product [NH2:27][C:15]1[CH:16]=[CH:17][C:18]([CH2:20][N:21]2[CH2:22][CH2:23][CH2:24][CH2:25][CH2:26]2)=[CH:19][C:14]=1[NH:13][C@@H:10]1[CH2:11][CH2:12][C@H:7]([C:5]([NH:4][CH:1]([CH3:3])[CH3:2])=[O:6])[CH2:8][CH2:9]1, predict the reactants needed to synthesize it. The reactants are: [CH:1]([NH:4][C:5]([C@H:7]1[CH2:12][CH2:11][C@@H:10]([NH:13][C:14]2[CH:19]=[C:18]([CH2:20][N:21]3[CH2:26][CH2:25][CH2:24][CH2:23][CH2:22]3)[CH:17]=[CH:16][C:15]=2[N+:27]([O-])=O)[CH2:9][CH2:8]1)=[O:6])([CH3:3])[CH3:2].C([O-])=O.[NH4+]. (3) Given the product [Br:13][C:10]1[CH:11]=[CH:12][C:7]([CH2:6][N:18]2[CH2:19][CH2:20][O:21][CH2:22][C:17]2([CH3:23])[CH3:16])=[C:8]([Cl:15])[C:9]=1[Cl:14], predict the reactants needed to synthesize it. The reactants are: CS(O[CH2:6][C:7]1[CH:12]=[CH:11][C:10]([Br:13])=[C:9]([Cl:14])[C:8]=1[Cl:15])(=O)=O.[CH3:16][C:17]1([CH3:23])[CH2:22][O:21][CH2:20][CH2:19][NH:18]1.C([O-])([O-])=O.[K+].[K+]. (4) Given the product [CH2:1]([N:8]1[CH2:13][CH2:12][CH:11]([C:14]([NH:16][C:17]2[CH:22]=[CH:21][C:20]([CH2:23][NH:24][C:25]3[C:34]4[C:29](=[CH:30][C:31]([CH3:35])=[CH:32][CH:33]=4)[N:28]=[C:27]([NH:39][CH3:38])[N:26]=3)=[CH:19][CH:18]=2)=[O:15])[CH2:10][CH2:9]1)[C:2]1[CH:7]=[CH:6][CH:5]=[CH:4][CH:3]=1, predict the reactants needed to synthesize it. The reactants are: [CH2:1]([N:8]1[CH2:13][CH2:12][CH:11]([C:14]([NH:16][C:17]2[CH:22]=[CH:21][C:20]([CH2:23][NH:24][C:25]3[C:34]4[C:29](=[CH:30][C:31]([CH3:35])=[CH:32][CH:33]=4)[N:28]=[C:27](Cl)[N:26]=3)=[CH:19][CH:18]=2)=[O:15])[CH2:10][CH2:9]1)[C:2]1[CH:7]=[CH:6][CH:5]=[CH:4][CH:3]=1.Cl.[CH3:38][NH2:39]. (5) Given the product [CH3:33][C:27]1[CH:26]=[CH:25][C:24]2[C:29](=[CH:30][CH:31]=[CH:32][C:23]=2[O:22][CH2:21][CH2:20][N:1]2[CH2:2][CH2:3][CH:4]([O:7][C:8]3[CH:17]=[C:16]4[C:11]([CH2:12][CH2:13][C:14](=[O:18])[NH:15]4)=[CH:10][CH:9]=3)[CH2:5][CH2:6]2)[N:28]=1, predict the reactants needed to synthesize it. The reactants are: [NH:1]1[CH2:6][CH2:5][CH:4]([O:7][C:8]2[CH:17]=[C:16]3[C:11]([CH2:12][CH2:13][C:14](=[O:18])[NH:15]3)=[CH:10][CH:9]=2)[CH2:3][CH2:2]1.Br[CH2:20][CH2:21][O:22][C:23]1[CH:32]=[CH:31][CH:30]=[C:29]2[C:24]=1[CH:25]=[CH:26][C:27]([CH3:33])=[N:28]2.C(N(CC)C(C)C)(C)C. (6) Given the product [Cl:23][C:24]1[CH:48]=[CH:47][C:27]2[C:28]3[N:2]=[C:3]([NH:5][C:6]4[CH:14]=[CH:13][C:9]([C:10]([OH:12])=[O:11])=[C:8]([O:15][CH3:16])[CH:7]=4)[N:4]=[CH:42][C:29]=3[CH2:30][N:31]=[C:32]([C:33]3[C:38]([O:39][CH3:40])=[CH:37][CH:36]=[CH:35][C:34]=3[F:41])[C:26]=2[CH:25]=1, predict the reactants needed to synthesize it. The reactants are: Cl.[NH2:2][C:3]([NH:5][C:6]1[CH:14]=[CH:13][C:9]([C:10]([OH:12])=[O:11])=[C:8]([O:15][CH3:16])[CH:7]=1)=[NH:4].C(=O)([O-])[O-].[K+].[K+].[Cl:23][C:24]1[CH:48]=[CH:47][C:27]2[C:28](=O)[C:29](=[CH:42]N(C)C)[CH2:30][N:31]=[C:32]([C:33]3[C:38]([O:39][CH3:40])=[CH:37][CH:36]=[CH:35][C:34]=3[F:41])[C:26]=2[CH:25]=1.Cl. (7) Given the product [CH3:2][O:3][C:4]1[CH:5]=[C:6]([C:12]2[C:13]([CH3:25])([CH3:24])[C:14](=[O:23])[N:15]([CH:17]3[CH2:22][CH2:21][N:20]([C:35]([C:30]4[CH:31]=[CH:32][CH:33]=[C:34]5[C:29]=4[CH:28]=[CH:27][NH:26]5)=[O:36])[CH2:19][CH2:18]3)[N:16]=2)[CH:7]=[CH:8][C:9]=1[O:10][CH3:11], predict the reactants needed to synthesize it. The reactants are: Cl.[CH3:2][O:3][C:4]1[CH:5]=[C:6]([C:12]2[C:13]([CH3:25])([CH3:24])[C:14](=[O:23])[N:15]([CH:17]3[CH2:22][CH2:21][NH:20][CH2:19][CH2:18]3)[N:16]=2)[CH:7]=[CH:8][C:9]=1[O:10][CH3:11].[NH:26]1[C:34]2[CH:33]=[CH:32][CH:31]=[C:30]([C:35](O)=[O:36])[C:29]=2[CH:28]=[CH:27]1.